The task is: Predict which catalyst facilitates the given reaction.. This data is from Catalyst prediction with 721,799 reactions and 888 catalyst types from USPTO. (1) Reactant: [NH:1]1[C:9]2[C:4](=[CH:5][CH:6]=[C:7](/[CH:10]=[CH:11]/[C:12](=[O:19])[CH2:13][C:14]([O:16][CH2:17][CH3:18])=[O:15])[CH:8]=2)[CH:3]=[CH:2]1.[H][H]. Product: [NH:1]1[C:9]2[C:4](=[CH:5][CH:6]=[C:7]([CH2:10][CH2:11][C:12](=[O:19])[CH2:13][C:14]([O:16][CH2:17][CH3:18])=[O:15])[CH:8]=2)[CH:3]=[CH:2]1. The catalyst class is: 29. (2) Reactant: [CH:1]1([C:8]2[N:13]3[CH:14]=[CH:15][N:16]=[C:12]3[N:11]=[C:10](O)[C:9]=2[C:18]2[C:23]([F:24])=[CH:22][C:21](F)=[CH:20][C:19]=2[F:26])[CH2:7][CH2:6][CH2:5][CH2:4][CH2:3][CH2:2]1.[CH3:27][N:28]([CH3:33])[CH2:29][CH2:30][CH2:31][OH:32].[H-].[Na+].[Cl-:36].[Na+]. Product: [Cl:36][C:10]1[C:9]([C:18]2[C:19]([F:26])=[CH:20][C:21]([O:32][CH2:31][CH2:30][CH2:29][N:28]([CH3:33])[CH3:27])=[CH:22][C:23]=2[F:24])=[C:8]([CH:1]2[CH2:7][CH2:6][CH2:5][CH2:4][CH2:3][CH2:2]2)[N:13]2[CH:14]=[CH:15][N:16]=[C:12]2[N:11]=1. The catalyst class is: 16. (3) Reactant: [Cl:1][C:2]1[CH:3]=[C:4]([NH:9][C:10]2[C:19]3[C:14](=[CH:15][CH:16]=[C:17]([N+:20]([O-])=O)[CH:18]=3)[N:13]=[C:12]([CH3:23])[C:11]=2[C:24]#[N:25])[CH:5]=[CH:6][C:7]=1[F:8].O.O.[Sn](Cl)(Cl)(Cl)Cl. Product: [NH2:20][C:17]1[CH:18]=[C:19]2[C:14](=[CH:15][CH:16]=1)[N:13]=[C:12]([CH3:23])[C:11]([C:24]#[N:25])=[C:10]2[NH:9][C:4]1[CH:5]=[CH:6][C:7]([F:8])=[C:2]([Cl:1])[CH:3]=1. The catalyst class is: 14. (4) Reactant: C([O-])=O.[NH4+].Cl[C:6]1[CH:36]=[C:35](Cl)[CH:34]=[CH:33][C:7]=1[CH2:8][NH:9][C:10]([C:12]1[C:13](=[O:32])[NH:14][N:15]=[C:16]([C:18]2[CH:23]=[CH:22][C:21]([O:24]CC3C=CC=CC=3)=[CH:20][CH:19]=2)[CH:17]=1)=[O:11]. Product: [CH2:8]([NH:9][C:10]([C:12]1[C:13](=[O:32])[NH:14][N:15]=[C:16]([C:18]2[CH:23]=[CH:22][C:21]([OH:24])=[CH:20][CH:19]=2)[CH:17]=1)=[O:11])[C:7]1[CH:33]=[CH:34][CH:35]=[CH:36][CH:6]=1. The catalyst class is: 293. (5) Reactant: C[O:2][C:3]1[CH:4]=[CH:5][CH:6]=[C:7]2[C:12]=1[O:11][CH2:10][C:9]([C:13]([N:15]1[CH2:20][CH2:19][O:18][CH2:17][CH2:16]1)=[O:14])=[CH:8]2.B(Br)(Br)Br.O. Product: [OH:2][C:3]1[CH:4]=[CH:5][CH:6]=[C:7]2[C:12]=1[O:11][CH2:10][C:9]([C:13]([N:15]1[CH2:20][CH2:19][O:18][CH2:17][CH2:16]1)=[O:14])=[CH:8]2. The catalyst class is: 2.